This data is from Reaction yield outcomes from USPTO patents with 853,638 reactions. The task is: Predict the reaction yield, written as a fraction of the theoretical maximum amount of product (1.0 means a 100% yield; for example, 0.34 means a 34% yield). The catalyst is CN(C=O)C.CCOC(C)=O. The yield is 0.190. The product is [O:1]=[C:2]([C:8]1[CH:13]=[CH:12][C:11]([NH:14][S:15]([C:18]2[CH:23]=[CH:22][C:21]([O:24][C:25]([F:28])([F:27])[F:26])=[CH:20][CH:19]=2)(=[O:17])=[O:16])=[CH:10][CH:9]=1)[CH2:3][S:4][C:5](=[O:7])[CH2:6][CH2:31][CH2:32][CH3:33]. The reactants are [O:1]=[C:2]([C:8]1[CH:13]=[CH:12][C:11]([NH:14][S:15]([C:18]2[CH:23]=[CH:22][C:21]([O:24][C:25]([F:28])([F:27])[F:26])=[CH:20][CH:19]=2)(=[O:17])=[O:16])=[CH:10][CH:9]=1)[CH2:3][S:4][C:5](=[O:7])[CH3:6].[OH-].[Li+].[C:31](Cl)(=O)[CH2:32][CH2:33]CC.O.